This data is from Reaction yield outcomes from USPTO patents with 853,638 reactions. The task is: Predict the reaction yield, written as a fraction of the theoretical maximum amount of product (1.0 means a 100% yield; for example, 0.34 means a 34% yield). (1) The reactants are [F:1][C:2]1[C:3]([CH:12]([CH3:14])[CH3:13])=[C:4]([C:10]#[N:11])[C:5](=[O:9])[NH:6][C:7]=1[CH3:8]. The catalyst is CO.[Ni]. The product is [NH2:11][CH2:10][C:4]1[C:5](=[O:9])[NH:6][C:7]([CH3:8])=[C:2]([F:1])[C:3]=1[CH:12]([CH3:14])[CH3:13]. The yield is 0.900. (2) The reactants are [CH2:1]([O:8][C:9]1[CH:18]=[C:17]2[C:12]([C:13](Cl)=[N:14][CH:15]=[N:16]2)=[CH:11][C:10]=1[O:20][CH3:21])[C:2]1[CH:7]=[CH:6][CH:5]=[CH:4][CH:3]=1.C(=O)([O-])[O-].[K+].[K+].[OH:28][C:29]1[CH:38]=[C:37]2[C:32]([CH:33]=[CH:34][CH:35]=[N:36]2)=[CH:31][CH:30]=1.[OH-].[Na+]. The catalyst is CN(C=O)C. The product is [CH2:1]([O:8][C:9]1[CH:18]=[C:17]2[C:12]([C:13]([O:28][C:29]3[CH:38]=[C:37]4[C:32]([CH:33]=[CH:34][CH:35]=[N:36]4)=[CH:31][CH:30]=3)=[N:14][CH:15]=[N:16]2)=[CH:11][C:10]=1[O:20][CH3:21])[C:2]1[CH:7]=[CH:6][CH:5]=[CH:4][CH:3]=1. The yield is 0.600. (3) The reactants are [CH3:1][NH:2][CH2:3][C:4]1[S:8][C:7]2[CH:9]=[CH:10][CH:11]=[CH:12][C:6]=2[C:5]=1[CH3:13].CNCC1C=CC2C(=CC=CC=2)C=1CCC.[ClH:30].[N:31]1([CH2:37][CH2:38][N:39]2[CH2:45][C:44]3[CH:46]=[C:47](/[CH:50]=[CH:51]/[C:52](O)=[O:53])[CH:48]=[N:49][C:43]=3[NH:42][C:41](=[O:55])[CH2:40]2)[CH2:36][CH2:35][O:34][CH2:33][CH2:32]1.Cl.CN1CC2C=C(/C=C/C(O)=O)C=NC=2NC(=O)C1. No catalyst specified. The product is [ClH:30].[CH3:1][N:2]([CH2:3][C:4]1[S:8][C:7]2[CH:9]=[CH:10][CH:11]=[CH:12][C:6]=2[C:5]=1[CH3:13])[C:52](=[O:53])/[CH:51]=[CH:50]/[C:47]1[CH:48]=[N:49][C:43]2[NH:42][C:41](=[O:55])[CH2:40][N:39]([CH2:38][CH2:37][N:31]3[CH2:32][CH2:33][O:34][CH2:35][CH2:36]3)[CH2:45][C:44]=2[CH:46]=1. The yield is 0.740. (4) The reactants are [Cl:1][C:2]1[C:3]([CH3:30])=[C:4]([NH:10][C@H:11]([C@H:27]([OH:29])[CH3:28])[C:12]([NH:14][NH:15][C:16](=[O:26])[C:17]2[CH:22]=[CH:21][C:20]([N+:23]([O-:25])=[O:24])=[CH:19][CH:18]=2)=[O:13])[CH:5]=[CH:6][C:7]=1[C:8]#[N:9].N1C=CN=C1.[CH3:36][C:37]([Si:40](Cl)([CH3:42])[CH3:41])([CH3:39])[CH3:38]. The catalyst is CN(C=O)C. The product is [Si:40]([O:29][C@H:27]([CH3:28])[C@@H:11]([NH:10][C:4]1[CH:5]=[CH:6][C:7]([C:8]#[N:9])=[C:2]([Cl:1])[C:3]=1[CH3:30])[C:12]([NH:14][NH:15][C:16](=[O:26])[C:17]1[CH:22]=[CH:21][C:20]([N+:23]([O-:25])=[O:24])=[CH:19][CH:18]=1)=[O:13])([C:37]([CH3:39])([CH3:38])[CH3:36])([CH3:42])[CH3:41]. The yield is 0.560. (5) The reactants are [OH:1][C:2]1[CH:10]=[CH:9][C:5]([C:6]([OH:8])=[O:7])=[CH:4][C:3]=1[I:11].Cl.[CH3:13]O. No catalyst specified. The product is [OH:1][C:2]1[CH:10]=[CH:9][C:5]([C:6]([O:8][CH3:13])=[O:7])=[CH:4][C:3]=1[I:11]. The yield is 0.360. (6) The reactants are [C:1]([NH:4][C:5]1[CH:6]=[CH:7][CH:8]=[C:9]2[C:13]=1[C:12](=[O:14])[N:11]([CH:15]([C:20]1[CH:25]=[CH:24][C:23]([O:26][CH:27]([F:29])[F:28])=[C:22]([O:30][CH2:31][CH3:32])[CH:21]=1)[CH2:16][C:17]([OH:19])=O)[CH2:10]2)(=[O:3])[CH3:2].C1N=C[N:35](C(N2C=NC=C2)=O)C=1.[NH4+].[OH-]. The catalyst is C1COCC1. The product is [C:1]([NH:4][C:5]1[CH:6]=[CH:7][CH:8]=[C:9]2[C:13]=1[C:12](=[O:14])[N:11]([CH:15]([C:20]1[CH:25]=[CH:24][C:23]([O:26][CH:27]([F:29])[F:28])=[C:22]([O:30][CH2:31][CH3:32])[CH:21]=1)[CH2:16][C:17]([NH2:35])=[O:19])[CH2:10]2)(=[O:3])[CH3:2]. The yield is 0.720.